This data is from Forward reaction prediction with 1.9M reactions from USPTO patents (1976-2016). The task is: Predict the product of the given reaction. Given the reactants C(OCC)(OCC)[O:2][CH2:3][CH3:4].[O:11]=[C:12]([CH2:20][CH2:21][C:22]([O:24][CH2:25][CH3:26])=[O:23])[CH2:13][CH2:14][C:15]([O:17][CH2:18][CH3:19])=[O:16].O.[C:28]1(C)C=CC(S(O)(=O)=O)=C[CH:29]=1, predict the reaction product. The product is: [CH2:28]([O:11][C:12]([O:2][CH2:3][CH3:4])([CH2:13][CH2:14][C:15]([O:17][CH2:18][CH3:19])=[O:16])[CH2:20][CH2:21][C:22]([O:24][CH2:25][CH3:26])=[O:23])[CH3:29].